From a dataset of NCI-60 drug combinations with 297,098 pairs across 59 cell lines. Regression. Given two drug SMILES strings and cell line genomic features, predict the synergy score measuring deviation from expected non-interaction effect. (1) Drug 1: C1=NC2=C(N1)C(=S)N=CN2. Drug 2: C1C(C(OC1N2C=NC(=NC2=O)N)CO)O. Cell line: SNB-75. Synergy scores: CSS=17.6, Synergy_ZIP=0.113, Synergy_Bliss=0.833, Synergy_Loewe=-9.46, Synergy_HSA=0.144. (2) Drug 1: COC1=NC(=NC2=C1N=CN2C3C(C(C(O3)CO)O)O)N. Drug 2: CS(=O)(=O)CCNCC1=CC=C(O1)C2=CC3=C(C=C2)N=CN=C3NC4=CC(=C(C=C4)OCC5=CC(=CC=C5)F)Cl. Cell line: HL-60(TB). Synergy scores: CSS=-8.80, Synergy_ZIP=4.70, Synergy_Bliss=-2.02, Synergy_Loewe=-7.86, Synergy_HSA=-10.5. (3) Drug 1: CC1=CC2C(CCC3(C2CCC3(C(=O)C)OC(=O)C)C)C4(C1=CC(=O)CC4)C. Drug 2: CC=C1C(=O)NC(C(=O)OC2CC(=O)NC(C(=O)NC(CSSCCC=C2)C(=O)N1)C(C)C)C(C)C. Cell line: MALME-3M. Synergy scores: CSS=72.3, Synergy_ZIP=18.9, Synergy_Bliss=17.0, Synergy_Loewe=-44.9, Synergy_HSA=14.4. (4) Drug 1: C1=CC(=C2C(=C1NCCNCCO)C(=O)C3=C(C=CC(=C3C2=O)O)O)NCCNCCO. Drug 2: CC1=CC=C(C=C1)C2=CC(=NN2C3=CC=C(C=C3)S(=O)(=O)N)C(F)(F)F. Cell line: A549. Synergy scores: CSS=52.5, Synergy_ZIP=3.36, Synergy_Bliss=2.46, Synergy_Loewe=-13.0, Synergy_HSA=3.38.